Dataset: NCI-60 drug combinations with 297,098 pairs across 59 cell lines. Task: Regression. Given two drug SMILES strings and cell line genomic features, predict the synergy score measuring deviation from expected non-interaction effect. Synergy scores: CSS=39.0, Synergy_ZIP=1.85, Synergy_Bliss=-2.66, Synergy_Loewe=-64.2, Synergy_HSA=-4.04. Cell line: T-47D. Drug 2: B(C(CC(C)C)NC(=O)C(CC1=CC=CC=C1)NC(=O)C2=NC=CN=C2)(O)O. Drug 1: C1CNP(=O)(OC1)N(CCCl)CCCl.